From a dataset of Full USPTO retrosynthesis dataset with 1.9M reactions from patents (1976-2016). Predict the reactants needed to synthesize the given product. (1) Given the product [CH2:1]([N:8]1[CH2:13][CH2:12][C@@H:11]([CH3:14])[C@@H:10]([N:15]2[C:16]3[C:21](=[CH:20][N:19]=[C:18]4[N:25]([CH2:28][O:29][CH2:30][CH2:31][Si:32]([CH3:33])([CH3:35])[CH3:34])[CH:26]=[CH:27][C:17]4=3)[C:22](=[O:24])[CH:23]=[CH:36]2)[CH2:9]1)[C:2]1[CH:3]=[CH:4][CH:5]=[CH:6][CH:7]=1, predict the reactants needed to synthesize it. The reactants are: [CH2:1]([N:8]1[CH2:13][CH2:12][C@@H:11]([CH3:14])[C@@H:10]([NH:15][C:16]2[C:21]([C:22](=[O:24])[CH3:23])=[CH:20][N:19]=[C:18]3[N:25]([CH2:28][O:29][CH2:30][CH2:31][Si:32]([CH3:35])([CH3:34])[CH3:33])[CH:26]=[CH:27][C:17]=23)[CH2:9]1)[C:2]1[CH:7]=[CH:6][CH:5]=[CH:4][CH:3]=1.[CH3:36]OC(OC)N(C)C. (2) Given the product [F:36][C:10]1[CH:11]=[C:12]2[C:17](=[CH:18][C:9]=1[OH:8])[N:16]=[CH:15][N:14]=[C:13]2[NH:19][C:20]1[CH:24]=[C:23]([CH2:25][C:26]([NH:28][C:29]2[CH:34]=[CH:33][CH:32]=[C:31]([F:35])[CH:30]=2)=[O:27])[NH:22][N:21]=1, predict the reactants needed to synthesize it. The reactants are: C([O:8][C:9]1[CH:18]=[C:17]2[C:12]([C:13]([NH:19][C:20]3[CH:24]=[C:23]([CH2:25][C:26]([NH:28][C:29]4[CH:34]=[CH:33][CH:32]=[C:31]([F:35])[CH:30]=4)=[O:27])[NH:22][N:21]=3)=[N:14][CH:15]=[N:16]2)=[CH:11][C:10]=1[F:36])C1C=CC=CC=1.C(OCC)C. (3) Given the product [CH2:20]([O:24][C:14]1[CH:15]=[CH:16][CH:17]=[CH:18][CH:19]=1)[C:21]#[C:22][CH3:23], predict the reactants needed to synthesize it. The reactants are: [C:14]1(P([C:14]2[CH:19]=[CH:18][CH:17]=[CH:16][CH:15]=2)[C:14]2[CH:19]=[CH:18][CH:17]=[CH:16][CH:15]=2)[CH:19]=[CH:18][CH:17]=[CH:16][CH:15]=1.[CH2:20]([OH:24])[C:21]#[C:22][CH3:23].C1(O)C=CC=CC=1.N(C(OCC)=O)=NC(OCC)=O. (4) Given the product [CH2:1]([NH:3][C:4]([C:6]1[S:28][C:9]2[N:10]=[C:11]([NH2:27])[N:12]=[C:13]([C:14](=[N:30][OH:31])[C:16]3[CH:26]=[CH:25][C:19]4[N:20]([CH3:24])[CH2:21][CH2:22][O:23][C:18]=4[CH:17]=3)[C:8]=2[CH:7]=1)=[O:5])[CH3:2], predict the reactants needed to synthesize it. The reactants are: [CH2:1]([NH:3][C:4]([C:6]1[S:28][C:9]2[N:10]=[C:11]([NH2:27])[N:12]=[C:13]([C:14]([C:16]3[CH:26]=[CH:25][C:19]4[N:20]([CH3:24])[CH2:21][CH2:22][O:23][C:18]=4[CH:17]=3)=O)[C:8]=2[CH:7]=1)=[O:5])[CH3:2].Cl.[NH2:30][OH:31]. (5) Given the product [Br:1][C:2]1[CH:3]=[C:4]2[C:5]([C:11]([CH3:13])([CH3:12])[CH2:10][CH2:9][S:8]2)=[CH:6][CH:7]=1, predict the reactants needed to synthesize it. The reactants are: [Br:1][C:2]1[CH:7]=[CH:6][CH:5]=[C:4]([S:8][CH2:9][CH:10]=[C:11]([CH3:13])[CH3:12])[CH:3]=1.O.C1(C)C=CC(S(O)(=O)=O)=CC=1.C(=O)(O)[O-].[Na+].